From a dataset of Full USPTO retrosynthesis dataset with 1.9M reactions from patents (1976-2016). Predict the reactants needed to synthesize the given product. The reactants are: [NH2:1][C@H:2]1[CH2:6][C@@H:5]([C:7]([OH:9])=[O:8])[CH:4]=[CH:3]1. Given the product [NH2:1][C@@H:2]1[CH2:3][CH2:4][C@H:5]([C:7]([OH:9])=[O:8])[CH2:6]1, predict the reactants needed to synthesize it.